This data is from HIV replication inhibition screening data with 41,000+ compounds from the AIDS Antiviral Screen. The task is: Binary Classification. Given a drug SMILES string, predict its activity (active/inactive) in a high-throughput screening assay against a specified biological target. The molecule is O=[N+]([O-])C=C1c2ccccc2-c2ccccc21. The result is 0 (inactive).